From a dataset of Catalyst prediction with 721,799 reactions and 888 catalyst types from USPTO. Predict which catalyst facilitates the given reaction. (1) Reactant: [Cl:1][C:2]1[C:3]([CH3:26])=[C:4]([S:8]([N:11]2[CH2:16][CH2:15][CH2:14][C@H:13]([C:17](=S)[NH:18][CH:19]3[CH2:24][CH2:23][CH2:22][CH2:21][CH2:20]3)[CH2:12]2)(=[O:10])=[O:9])[CH:5]=[CH:6][CH:7]=1.F[B-](F)(F)F.C([O+](CC)CC)C.[N:39]#[C:40][NH2:41].C(N(CC)CC)C. Product: [Cl:1][C:2]1[C:3]([CH3:26])=[C:4]([S:8]([N:11]2[CH2:16][CH2:15][CH2:14][C@H:13]([C:17](=[N:41][C:40]#[N:39])[NH:18][CH:19]3[CH2:24][CH2:23][CH2:22][CH2:21][CH2:20]3)[CH2:12]2)(=[O:10])=[O:9])[CH:5]=[CH:6][CH:7]=1. The catalyst class is: 46. (2) Reactant: [F:1][C:2]([F:16])([F:15])[CH2:3][CH:4]1[C:13]2[C:8](=[CH:9][CH:10]=[CH:11][CH:12]=2)[NH:7][C:6](=O)[CH2:5]1.CSC.B. Product: [F:16][C:2]([F:1])([F:15])[CH2:3][CH:4]1[C:13]2[C:8](=[CH:9][CH:10]=[CH:11][CH:12]=2)[NH:7][CH2:6][CH2:5]1. The catalyst class is: 1. (3) Reactant: [F:1][C:2]1[CH:3]=[C:4]2[C:8](=[CH:9][CH:10]=1)[NH:7][CH:6]=[C:5]2[CH2:11][CH2:12][CH2:13][NH:14][C@@H:15]1[CH2:24][C:23]2[C:22]([C:25]([NH2:27])=[O:26])=[CH:21][CH:20]=[C:19]([O:28][CH3:29])[C:18]=2[O:17][CH2:16]1.[C:30]1(=O)[CH2:33][CH2:32][CH2:31]1.CC(O)=O.[BH3-]C#N.[Na+]. Product: [CH:30]1([N:14]([CH2:13][CH2:12][CH2:11][C:5]2[C:4]3[C:8](=[CH:9][CH:10]=[C:2]([F:1])[CH:3]=3)[NH:7][CH:6]=2)[C@@H:15]2[CH2:24][C:23]3[C:22]([C:25]([NH2:27])=[O:26])=[CH:21][CH:20]=[C:19]([O:28][CH3:29])[C:18]=3[O:17][CH2:16]2)[CH2:33][CH2:32][CH2:31]1. The catalyst class is: 5. (4) The catalyst class is: 6. Reactant: [Br:1][C:2]1[CH:7]=[C:6]([CH3:8])[CH:5]=[CH:4][C:3]=1[OH:9].[Br:10][CH2:11][CH2:12]Br.[OH-].[Na+]. Product: [Br:1][C:2]1[CH:7]=[C:6]([CH3:8])[CH:5]=[CH:4][C:3]=1[O:9][CH2:12][CH2:11][Br:10]. (5) Reactant: [Cl:1][C:2]1[CH:3]=[C:4]([CH:42]=[CH:43][CH:44]=1)[CH2:5][N:6]1[C:14]2[C:9](=[CH:10][C:11]([O:15][CH2:16][CH2:17]OS(C3C=CC(C)=CC=3)(=O)=O)=[CH:12][CH:13]=2)[C:8]([S:29]([C:32]2[C:41]3[C:36](=[CH:37][CH:38]=[CH:39][CH:40]=3)[CH:35]=[CH:34][CH:33]=2)(=[O:31])=[O:30])=[N:7]1.[NH:45]1[CH2:49][CH2:48][CH2:47][CH2:46]1. Product: [Cl:1][C:2]1[CH:3]=[C:4]([CH:42]=[CH:43][CH:44]=1)[CH2:5][N:6]1[C:14]2[C:9](=[CH:10][C:11]([O:15][CH2:16][CH2:17][N:45]3[CH2:49][CH2:48][CH2:47][CH2:46]3)=[CH:12][CH:13]=2)[C:8]([S:29]([C:32]2[C:41]3[C:40](=[CH:39][CH:38]=[CH:37][CH:36]=3)[CH:35]=[CH:34][CH:33]=2)(=[O:30])=[O:31])=[N:7]1. The catalyst class is: 1.